Dataset: Catalyst prediction with 721,799 reactions and 888 catalyst types from USPTO. Task: Predict which catalyst facilitates the given reaction. (1) The catalyst class is: 103. Product: [F:43][C:37]([F:42])([O:36][C:33]1[CH:34]=[CH:35][C:30]([N:27]2[CH:28]=[N:29][C:25]([C:9]3[CH:10]=[CH:11][C:12]([NH:15][C:16](=[O:22])[O:17][C:18]([CH3:19])([CH3:20])[CH3:21])=[CH:13][CH:14]=3)=[N:26]2)=[CH:31][CH:32]=1)[C:38]([F:41])([F:40])[F:39]. Reactant: CC1(C)C(C)(C)OB([C:9]2[CH:14]=[CH:13][C:12]([NH:15][C:16](=[O:22])[O:17][C:18]([CH3:21])([CH3:20])[CH3:19])=[CH:11][CH:10]=2)O1.Br[C:25]1[N:29]=[CH:28][N:27]([C:30]2[CH:35]=[CH:34][C:33]([O:36][C:37]([F:43])([F:42])[C:38]([F:41])([F:40])[F:39])=[CH:32][CH:31]=2)[N:26]=1.C([O-])(O)=O.[Na+].O1CCOCC1. (2) Reactant: [Br:1][C:2]1[CH:9]=[CH:8][C:5]([CH2:6][OH:7])=[CH:4][CH:3]=1.S([O-])([O-])(=O)=O.[Na+].[Na+].[F:17][C:18]([F:26])(S(F)(=O)=O)C(O)=O.O. Product: [Br:1][C:2]1[CH:9]=[CH:8][C:5]([CH2:6][O:7][CH:18]([F:26])[F:17])=[CH:4][CH:3]=1. The catalyst class is: 10. (3) Reactant: [C:1]([C:3]1[CH:10]=[CH:9][C:6]([CH:7]=[O:8])=[CH:5][CH:4]=1)#[N:2].[CH2:11](O)[CH2:12][OH:13].O.C1(C)C=CC(S(O)(=O)=O)=CC=1. Product: [O:8]1[CH2:11][CH2:12][O:13][CH:7]1[C:6]1[CH:9]=[CH:10][C:3]([C:1]#[N:2])=[CH:4][CH:5]=1. The catalyst class is: 11. (4) Reactant: [C:1]([O:5][C:6](=[O:13])[CH2:7][CH2:8][CH2:9][C:10](O)=[O:11])([CH3:4])([CH3:3])[CH3:2].C(Cl)(=O)C([Cl:17])=O. Product: [Cl:17][C:10](=[O:11])[CH2:9][CH2:8][CH2:7][C:6]([O:5][C:1]([CH3:4])([CH3:3])[CH3:2])=[O:13]. The catalyst class is: 118.